Dataset: Reaction yield outcomes from USPTO patents with 853,638 reactions. Task: Predict the reaction yield, written as a fraction of the theoretical maximum amount of product (1.0 means a 100% yield; for example, 0.34 means a 34% yield). The reactants are [CH3:1][O:2][C:3]1[CH:4]=[C:5]([CH2:12][C:13]([O:15][C:16]([CH3:19])([CH3:18])[CH3:17])=[O:14])[CH:6]=[CH:7][C:8]=1[N+:9]([O-])=O. The catalyst is C(OCC)(=O)C.CO.[Pd]. The product is [NH2:9][C:8]1[CH:7]=[CH:6][C:5]([CH2:12][C:13]([O:15][C:16]([CH3:17])([CH3:19])[CH3:18])=[O:14])=[CH:4][C:3]=1[O:2][CH3:1]. The yield is 0.960.